This data is from Forward reaction prediction with 1.9M reactions from USPTO patents (1976-2016). The task is: Predict the product of the given reaction. (1) The product is: [CH:30]1[C:31]([Cl:33])=[CH:32][C:24]([Cl:23])=[C:25]([C:26](/[C:12](/[C:13]#[N:14])=[C:7]2/[NH:8][C:9]3[CH:10]=[CH:11][C:2]([Cl:1])=[CH:3][C:4]=3[C:5]([NH:6]/2)=[O:15])=[O:27])[CH:29]=1. Given the reactants [Cl:1][C:2]1[CH:3]=[C:4]2[C:9](=[CH:10][CH:11]=1)[NH:8][C:7]([CH2:12][C:13]#[N:14])=[N:6][C:5]2=[O:15].C(N(CC)CC)C.[Cl:23][C:24]1[CH:32]=[C:31]([Cl:33])[CH:30]=[CH:29][C:25]=1[C:26](Cl)=[O:27], predict the reaction product. (2) Given the reactants I[C:2]1[C:3]([NH:17][CH3:18])=[N:4][C:5]([NH:8][C:9]2[CH:10]=[C:11]([CH:14]=[CH:15][CH:16]=2)[C:12]#[N:13])=[N:6][CH:7]=1.[C:19]([C@@H:21]1[CH2:26][CH2:25][CH2:24][C@H:23]([NH:27][C:28](=[O:40])[C@@H:29]([N:31]([CH3:39])[C:32](=[O:38])[O:33][C:34]([CH3:37])([CH3:36])[CH3:35])[CH3:30])[CH2:22]1)#[CH:20].CN(C)C=O.C(=O)([O-])O.[Na+], predict the reaction product. The product is: [C:12]([C:11]1[CH:10]=[C:9]([NH:8][C:5]2[N:4]=[C:3]([NH:17][CH3:18])[C:2]([C:20]#[C:19][C@@H:21]3[CH2:26][CH2:25][CH2:24][C@H:23]([NH:27][C:28](=[O:40])[C@@H:29]([N:31]([CH3:39])[C:32](=[O:38])[O:33][C:34]([CH3:35])([CH3:37])[CH3:36])[CH3:30])[CH2:22]3)=[CH:7][N:6]=2)[CH:16]=[CH:15][CH:14]=1)#[N:13].